This data is from Full USPTO retrosynthesis dataset with 1.9M reactions from patents (1976-2016). The task is: Predict the reactants needed to synthesize the given product. (1) Given the product [F:23][CH:2]([F:1])[C:3]1[N:8]2[N:9]=[CH:10][C:11]([C:12]#[C:13][C:25]3[CH:26]=[C:27]([S:31]([NH2:34])(=[O:33])=[O:32])[CH:28]=[CH:29][CH:30]=3)=[C:7]2[N:6]=[C:5]([C:14]2[CH:19]=[CH:18][CH:17]=[C:16]([O:20][CH2:21][CH3:22])[CH:15]=2)[CH:4]=1, predict the reactants needed to synthesize it. The reactants are: [F:1][CH:2]([F:23])[C:3]1[N:8]2[N:9]=[CH:10][C:11]([C:12]#[CH:13])=[C:7]2[N:6]=[C:5]([C:14]2[CH:19]=[CH:18][CH:17]=[C:16]([O:20][CH2:21][CH3:22])[CH:15]=2)[CH:4]=1.Br[C:25]1[CH:26]=[C:27]([S:31]([NH2:34])(=[O:33])=[O:32])[CH:28]=[CH:29][CH:30]=1. (2) The reactants are: [NH2:1][C:2]1[NH:3][CH:4]=[C:5]([C:10]([NH2:12])=[O:11])[C:6]=1[C:7]([NH2:9])=[O:8].CC(O)=O.C(O[N:22]=O)(C)(C)C. Given the product [OH:8][C:7]1[C:6]2[C:5]([C:10]([NH2:12])=[O:11])=[CH:4][NH:3][C:2]=2[N:1]=[N:22][N:9]=1, predict the reactants needed to synthesize it. (3) Given the product [F:1][C:2]1[CH:7]=[CH:6][CH:5]=[CH:4][C:3]=1[N:8]1[C:12]([CH2:13][CH2:14][CH2:15][CH2:16][O:17][CH3:18])=[C:11]([C:19]([N:21]([CH2:37][CH:38]([CH3:40])[CH3:39])[C@H:22]2[CH2:27][C@@H:26]([CH2:28][O:29][CH3:41])[CH2:25][N:24]([C:30]([O:32][C:33]([CH3:34])([CH3:35])[CH3:36])=[O:31])[CH2:23]2)=[O:20])[N:10]=[N:9]1, predict the reactants needed to synthesize it. The reactants are: [F:1][C:2]1[CH:7]=[CH:6][CH:5]=[CH:4][C:3]=1[N:8]1[C:12]([CH2:13][CH2:14][CH2:15][CH2:16][O:17][CH3:18])=[C:11]([C:19]([N:21]([CH2:37][CH:38]([CH3:40])[CH3:39])[C@H:22]2[CH2:27][C@@H:26]([CH2:28][OH:29])[CH2:25][N:24]([C:30]([O:32][C:33]([CH3:36])([CH3:35])[CH3:34])=[O:31])[CH2:23]2)=[O:20])[N:10]=[N:9]1.[CH2:41](N(CC)CC)C.CS(Cl)(=O)=O.C[O-].[Na+]. (4) Given the product [CH2:26]([O:2][C:1]([C:4]1[O:8][C:7]([C:9]2[C:17]3[C:12](=[CH:13][CH:14]=[CH:15][CH:16]=3)[N:11]([CH2:18][CH2:19][C:20]3[CH:25]=[CH:24][CH:23]=[CH:22][CH:21]=3)[N:10]=2)=[CH:6][CH:5]=1)=[O:3])[CH3:27], predict the reactants needed to synthesize it. The reactants are: [C:1]([C:4]1[O:8][C:7]([C:9]2[C:17]3[C:12](=[CH:13][CH:14]=[CH:15][CH:16]=3)[N:11]([CH2:18][CH2:19][C:20]3[CH:25]=[CH:24][CH:23]=[CH:22][CH:21]=3)[N:10]=2)=[CH:6][CH:5]=1)([OH:3])=[O:2].[CH2:26](O)[CH3:27].C1(C)C=CC=CC=1.S(=O)(=O)(O)O. (5) Given the product [C:57]([O:56][C:54]([N:22]([CH2:21][C@H:20]([O:61][Si:62]([C:65]([CH3:68])([CH3:67])[CH3:66])([CH3:63])[CH3:64])[C:12]1[CH:11]=[CH:10][C:9]([OH:8])=[C:18]2[C:13]=1[CH:14]=[CH:15][C:16](=[O:19])[NH:17]2)[CH2:23][CH2:24][CH2:25][CH2:26][CH2:27][O:28][C:29]1[CH:30]=[CH:31][C:32]([C:35]([OH:53])([C:47]2[CH:48]=[CH:49][CH:50]=[CH:51][CH:52]=2)[C:36]([O:38][C@@H:39]2[CH:44]3[CH2:45][CH2:46][N:41]([CH2:42][CH2:43]3)[CH2:40]2)=[O:37])=[CH:33][CH:34]=1)=[O:55])([CH3:60])([CH3:59])[CH3:58], predict the reactants needed to synthesize it. The reactants are: C([O:8][C:9]1[CH:10]=[CH:11][C:12]([C@@H:20]([O:61][Si:62]([C:65]([CH3:68])([CH3:67])[CH3:66])([CH3:64])[CH3:63])[CH2:21][N:22]([C:54]([O:56][C:57]([CH3:60])([CH3:59])[CH3:58])=[O:55])[CH2:23][CH2:24][CH2:25][CH2:26][CH2:27][O:28][C:29]2[CH:34]=[CH:33][C:32]([C:35]([OH:53])([C:47]3[CH:52]=[CH:51][CH:50]=[CH:49][CH:48]=3)[C:36]([O:38][C@@H:39]3[CH:44]4[CH2:45][CH2:46][N:41]([CH2:42][CH2:43]4)[CH2:40]3)=[O:37])=[CH:31][CH:30]=2)=[C:13]2[C:18]=1[NH:17][C:16](=[O:19])[CH:15]=[CH:14]2)C1C=CC=CC=1.C(O)=O.